This data is from Forward reaction prediction with 1.9M reactions from USPTO patents (1976-2016). The task is: Predict the product of the given reaction. (1) Given the reactants FC(F)(F)C(O)=O.[F:8][C:9]1[CH:46]=[CH:45][CH:44]=[C:43]([F:47])[C:10]=1[CH2:11][O:12][C:13]1[C:14]2[N:15]([C:20]([C:24]([NH:26][CH2:27][CH:28]3[CH2:33][S:32](=[O:35])(=[O:34])[CH2:31][CH2:30][N:29]3C(OC(C)(C)C)=O)=[O:25])=[C:21]([CH3:23])[N:22]=2)[CH:16]=[C:17]([CH3:19])[CH:18]=1.Cl, predict the reaction product. The product is: [F:47][C:43]1[CH:44]=[CH:45][CH:46]=[C:9]([F:8])[C:10]=1[CH2:11][O:12][C:13]1[C:14]2[N:15]([C:20]([C:24]([NH:26][CH2:27][CH:28]3[CH2:33][S:32](=[O:35])(=[O:34])[CH2:31][CH2:30][NH:29]3)=[O:25])=[C:21]([CH3:23])[N:22]=2)[CH:16]=[C:17]([CH3:19])[CH:18]=1. (2) Given the reactants [OH:1][C:2]1[C:3]([I:16])=[C:4]([CH2:9][CH2:10][C:11]([O:13][CH2:14][CH3:15])=[O:12])[CH:5]=[CH:6][C:7]=1[I:8].[CH3:17][O:18][C:19]1[CH:24]=[CH:23][C:22](B(O)O)=[CH:21][CH:20]=1.C(Cl)Cl.N1C=CC=CC=1, predict the reaction product. The product is: [I:16][C:3]1[C:2]([O:1][C:22]2[CH:23]=[CH:24][C:19]([O:18][CH3:17])=[CH:20][CH:21]=2)=[C:7]([I:8])[CH:6]=[CH:5][C:4]=1[CH2:9][CH2:10][C:11]([O:13][CH2:14][CH3:15])=[O:12].